From a dataset of Forward reaction prediction with 1.9M reactions from USPTO patents (1976-2016). Predict the product of the given reaction. Given the reactants [Br:1][CH2:2][C@H:3]([CH3:6])[CH2:4][OH:5].[C:7](OC(=O)C)(=[O:9])[CH3:8].O.C(OCC)(=O)C, predict the reaction product. The product is: [C:7]([O:5][CH2:4][C@@H:3]([CH3:6])[CH2:2][Br:1])(=[O:9])[CH3:8].